This data is from Catalyst prediction with 721,799 reactions and 888 catalyst types from USPTO. The task is: Predict which catalyst facilitates the given reaction. (1) Reactant: [Cl:1][C:2]1[CH:7]=[C:6]([Cl:8])[CH:5]=[CH:4][C:3]=1[CH:9]([N:11]1[C:15]([CH2:16][CH2:17][C:18](OCC)=[O:19])=[CH:14][C:13]([O:23][CH:24]([CH3:26])[CH3:25])=[N:12]1)[CH3:10].C(O)C.[Cl-].[NH4+]. Product: [Cl:1][C:2]1[CH:7]=[C:6]([Cl:8])[CH:5]=[CH:4][C:3]=1[CH:9]([N:11]1[C:15]([CH2:16][CH2:17][CH2:18][OH:19])=[CH:14][C:13]([O:23][CH:24]([CH3:26])[CH3:25])=[N:12]1)[CH3:10]. The catalyst class is: 207. (2) Reactant: [CH3:1][O:2][C:3]1[CH:4]=[C:5]([N:12]2[CH2:17][CH2:16][CH2:15][C@:14]([CH3:21])([C:18](O)=[O:19])[CH2:13]2)[CH:6]=[CH:7][C:8]=1[N+:9]([O-:11])=[O:10].C(Cl)(=O)C(Cl)=O.[NH3:28].O1CCOCC1. Product: [CH3:1][O:2][C:3]1[CH:4]=[C:5]([N:12]2[CH2:17][CH2:16][CH2:15][C@:14]([CH3:21])([C:18]([NH2:28])=[O:19])[CH2:13]2)[CH:6]=[CH:7][C:8]=1[N+:9]([O-:11])=[O:10]. The catalyst class is: 120. (3) Reactant: [CH:1]([P:3]([CH:14]=[CH2:15])([C:5]1[CH:10]=[CH:9][C:8]([N+:11]([O-:13])=[O:12])=[CH:7][CH:6]=1)=[O:4])=[CH2:2].[OH-].[Na+].O1CCCC1.Cl.[CH2:24]([NH2:26])[CH3:25].C(=O)(O)[O-].[Na+]. Product: [CH2:24]([N:26]1[CH2:2][CH2:1][P:3](=[O:4])([C:5]2[CH:6]=[CH:7][C:8]([N+:11]([O-:13])=[O:12])=[CH:9][CH:10]=2)[CH2:14][CH2:15]1)[CH3:25]. The catalyst class is: 6. (4) Product: [CH3:1][C:2]1[C:6]2[CH:7]=[CH:8][CH:9]=[CH:10][C:5]=2[O:4][C:3]=1[CH:11]=[N:27][S:24]([C:22]1[CH:21]=[CH:20][C:19]2[O:13][CH2:14][CH2:15][CH2:16][O:17][C:18]=2[CH:23]=1)(=[O:25])=[O:26]. The catalyst class is: 11. Reactant: [CH3:1][C:2]1[C:6]2[CH:7]=[CH:8][CH:9]=[CH:10][C:5]=2[O:4][C:3]=1[CH:11]=O.[O:13]1[C:19]2[CH:20]=[CH:21][C:22]([S:24]([NH2:27])(=[O:26])=[O:25])=[CH:23][C:18]=2[O:17][CH2:16][CH2:15][CH2:14]1.O.[O-2].[O-2].[O-2].O=[Si]=O.O=[Si]=O.O=[Si]=O.O=[Si]=O.[Al+3].[Al+3]. (5) The catalyst class is: 69. Reactant: S(Cl)([Cl:3])=O.CN(C)C=O.[CH2:10]([O:17][C:18]1[CH:27]=[C:26]2[C:21]([C:22](=O)[CH:23]=[CH:24][NH:25]2)=[CH:20][C:19]=1[C:29]([O:31]C1C=CC=CC=1)=O)[C:11]1[CH:16]=[CH:15][CH:14]=[CH:13][CH:12]=1.[CH2:38]([NH2:40])[CH3:39]. Product: [CH2:38]([NH:40][C:29]([C:19]1[CH:20]=[C:21]2[C:26](=[CH:27][C:18]=1[O:17][CH2:10][C:11]1[CH:12]=[CH:13][CH:14]=[CH:15][CH:16]=1)[N:25]=[CH:24][CH:23]=[C:22]2[Cl:3])=[O:31])[CH3:39].